The task is: Binary Classification. Given a miRNA mature sequence and a target amino acid sequence, predict their likelihood of interaction.. This data is from Experimentally validated miRNA-target interactions with 360,000+ pairs, plus equal number of negative samples. (1) The miRNA is hsa-miR-4743-3p with sequence UUUCUGUCUUUUCUGGUCCAG. The protein sequence of the target gene is MLDGLKMEENFQSAIDTSASFSSLLGRAVSPKSVCEGCQRVILDRFLLRLNDSFWHEQCVQCASCKEPLETTCFYRDKKLYCKYDYEKLFAVKCGGCFEAIAPNEFVMRAQKSVYHLSCFCCCVCERQLQKGDEFVLKEGQLLCKGDYEKERELLSLVSPAASDSGKSDDEESLCKSAHGAGKGTAEEGKDHKRPKRPRTILTTQQRRAFKASFEVSSKPCRKVRETLAAETGLSVRVVQVWFQNQRAKMKKLARRQQQQQQDQQNTQRLSSAQTNGGGSAGMEGIMNPYTALPTPQQLL.... Result: 1 (interaction). (2) The miRNA is mmu-miR-324-3p with sequence CCACUGCCCCAGGUGCUGCU. The protein sequence of the target gene is MDARGGGGRPGDSPGTTPAPGPPPPPPPPAPLQLQPPPAPPPNPTTPSHPESADEPGPRSRLCSRDSSCTPGAAKGGANGECGRGEPQCSPEGPARGPKVSFSCRGAASGPAAAEEAGSEEAGPAGEPRGSQASFLQRQFGALLQPGVNKFSLRMFGSQKAVEREQERVKSAGAWIIHPYSDFRFYWDFTMLLFMVGNLIIIPVGITFFKDETTAPWIVFNVVSDTFFLMDLVLNFRTGIVIEDNTEIILDPEKIKKKYLRTWFVVDFVSSIPVDYIFLIVEKGIDSEVYKTARALRIVR.... Result: 0 (no interaction). (3) The miRNA is hsa-miR-4266 with sequence CUAGGAGGCCUUGGCC. The protein sequence of the target gene is MDRRSMGETESGDAFLDLKKPPASKCPHRYTKEELLDIKELPHSKQRPSCLSEKYDSDGVWDPEKWHASLYPASGRSSPVESLKKELDTDRPSLVRRIVDPRERVKEDDLDVVLSPQRRSFGGGCHVTAAVSSRRSGSPLEKDSDGLRLLGGRRIGSGRIISARTFEKDHRLSDKDLRDLRDRDRERDFKDKRFRREFGDSKRVFGERRRNDSYTEEEPEWFSAGPTSQSETIELTGFDDKILEEDHKGRKRTRRRTASVKEGIVECNGGVAEEDEVEVILAQEPAADQEVPRDAVLPEQ.... Result: 0 (no interaction). (4) The miRNA is mmu-miR-1199-5p with sequence UCUGAGUCCCGGUCGCGCGG. The protein sequence of the target gene is MSSYFVNSFCGRYPNGPDYQLHNYGDHSSVSEQFRDSASMHSGRYGYGYNGMDLSVGRSGSGHFGSGERARSYAASASAAPAEPRYSQPATSTHSPQPDPLPCSAVAPSPGSDSHHGGKNSLSNSSGASADAGSTHISSREGVGTASGAEEDAPASSEQASAQSEPSPAPPAQPQIYPWMRKLHISHDNIGGPEGKRARTAYTRYQTLELEKEFHFNRYLTRRRRIEIAHALCLSERQIKIWFQNRRMKWKKDNKLKSMSMAAAGGAFRP. Result: 0 (no interaction).